This data is from Forward reaction prediction with 1.9M reactions from USPTO patents (1976-2016). The task is: Predict the product of the given reaction. (1) Given the reactants [Cl:1][C:2]1[C:3]([OH:17])=[C:4]([C:13]([O:15][CH3:16])=[O:14])[C:5]2[O:9][C:8]([CH2:10][CH3:11])=[CH:7][C:6]=2[CH:12]=1.Br[CH2:19][CH3:20].C([O-])([O-])=O.[Cs+].[Cs+], predict the reaction product. The product is: [Cl:1][C:2]1[C:3]([O:17][CH2:19][CH3:20])=[C:4]([C:13]([O:15][CH3:16])=[O:14])[C:5]2[O:9][C:8]([CH2:10][CH3:11])=[CH:7][C:6]=2[CH:12]=1. (2) Given the reactants [CH3:1][N:2]([C@@H:4]1[C:27](=[O:28])[C:26]([C:29]([NH2:31])=[O:30])=[C:25]([OH:32])[C@:24]2([OH:33])[C@H:5]1[CH2:6][C@H:7]1[C:21]([C:22]2=[O:23])=[C:20]([OH:34])[C:10]2[C:11]([OH:19])=[C:12]([NH2:18])[CH:13]=[C:14]([N:15]([CH3:17])[CH3:16])[C:9]=2[CH2:8]1)[CH3:3].[C:35]([N:39]([C:51]([O:53][CH3:54])=[O:52])[CH2:40][C:41](OC(OCC(C)C)=O)=[O:42])([CH3:38])([CH3:37])[CH3:36], predict the reaction product. The product is: [NH2:31][C:29]([C:26]1[C:25](=[O:32])[C@:24]2([OH:33])[C@@H:5]([CH2:6][C@H:7]3[C:21](=[C:22]2[OH:23])[C:20](=[O:34])[C:10]2[C:11]([OH:19])=[C:12]([NH:18][C:41](=[O:42])[CH2:40][N:39]([C:35]([CH3:37])([CH3:36])[CH3:38])[C:51](=[O:52])[O:53][CH3:54])[CH:13]=[C:14]([N:15]([CH3:16])[CH3:17])[C:9]=2[CH2:8]3)[C@H:4]([N:2]([CH3:1])[CH3:3])[C:27]=1[OH:28])=[O:30]. (3) Given the reactants C[Mg]Cl.[CH2:4]([O:11][C:12](=[O:26])[NH:13][C@H:14]1[CH2:19][CH2:18][C@H:17]([C:20](=[O:25])N(OC)C)[CH2:16][CH2:15]1)[C:5]1[CH:10]=[CH:9][CH:8]=[CH:7][CH:6]=1.[C:27](OCC)(=O)C, predict the reaction product. The product is: [CH2:4]([O:11][C:12](=[O:26])[NH:13][C@H:14]1[CH2:15][CH2:16][C@H:17]([C:20](=[O:25])[CH3:27])[CH2:18][CH2:19]1)[C:5]1[CH:6]=[CH:7][CH:8]=[CH:9][CH:10]=1. (4) Given the reactants [CH2:1]1[C:9]2[C:4](=[CH:5][CH:6]=[CH:7][CH:8]=2)[CH:3]=[CH:2]1.C([Li])CCC.Cl[CH2:16][C:17]1[CH:22]=[CH:21][CH:20]=[CH:19][CH:18]=1.O, predict the reaction product. The product is: [CH2:16]([CH:1]1[C:9]2[C:4](=[CH:5][CH:6]=[CH:7][CH:8]=2)[CH:3]=[CH:2]1)[C:17]1[CH:22]=[CH:21][CH:20]=[CH:19][CH:18]=1. (5) Given the reactants [F-].[Cs+].COCCOC.[CH3:9][S:10][C:11]1[CH:16]=[CH:15][C:14](B(O)O)=[CH:13][CH:12]=1.[NH2:20][C:21]1[CH:30]=[CH:29][C:24]([C:25]([O:27][CH3:28])=[O:26])=[CH:23][C:22]=1I, predict the reaction product. The product is: [NH2:20][C:21]1[C:22]([C:14]2[CH:15]=[CH:16][C:11]([S:10][CH3:9])=[CH:12][CH:13]=2)=[CH:23][C:24]([C:25]([O:27][CH3:28])=[O:26])=[CH:29][CH:30]=1. (6) Given the reactants [CH3:1][O:2][C:3](=[O:15])[CH:4]([OH:14])[CH2:5][CH:6]1[CH2:11][CH2:10][N:9]([O:12][CH3:13])[CH2:8][CH2:7]1.[CH3:16][C:17]1[CH:22]=[C:21]([CH3:23])[CH:20]=[C:19]([CH3:24])[C:18]=1[CH2:25][C:26](Cl)=[O:27], predict the reaction product. The product is: [CH3:1][O:2][C:3](=[O:15])[CH:4]([O:14][C:26](=[O:27])[CH2:25][C:18]1[C:17]([CH3:16])=[CH:22][C:21]([CH3:23])=[CH:20][C:19]=1[CH3:24])[CH2:5][CH:6]1[CH2:7][CH2:8][N:9]([O:12][CH3:13])[CH2:10][CH2:11]1. (7) The product is: [CH3:1][O:2][C:3]1[CH:4]=[C:5]2[C:9](=[CH:10][CH:11]=1)[N:8]([CH2:21][C:22]1[O:23][CH:24]=[C:25]([C:27]([O:29][CH3:30])=[O:28])[N:26]=1)[C:7]([C:12]1[CH:13]=[CH:14][CH:15]=[CH:16][CH:17]=1)=[CH:6]2. Given the reactants [CH3:1][O:2][C:3]1[CH:4]=[C:5]2[C:9](=[CH:10][CH:11]=1)[NH:8][C:7]([C:12]1[CH:17]=[CH:16][CH:15]=[CH:14][CH:13]=1)=[CH:6]2.[H-].[Na+].Cl[CH2:21][C:22]1[O:23][CH:24]=[C:25]([C:27]([O:29][CH3:30])=[O:28])[N:26]=1.[Cl-].[NH4+], predict the reaction product. (8) Given the reactants [C:1]([C:3]1[CH:4]=[CH:5][C:6]([NH2:13])=[C:7]([S:9]([NH2:12])(=[O:11])=[O:10])[CH:8]=1)#[N:2].[CH:14]1([CH:20]=O)[CH2:19][CH2:18][CH2:17][CH2:16][CH2:15]1, predict the reaction product. The product is: [CH:14]1([CH:20]2[NH:13][C:6]3[CH:5]=[CH:4][C:3]([C:1]#[N:2])=[CH:8][C:7]=3[S:9](=[O:10])(=[O:11])[NH:12]2)[CH2:19][CH2:18][CH2:17][CH2:16][CH2:15]1. (9) Given the reactants [C:1]1([N:7]=[C:8]=[O:9])[CH:6]=[CH:5][CH:4]=[CH:3][CH:2]=1.[N:10]1([NH:15][C:16]2[CH:23]=[CH:22][C:19]([C:20]#[N:21])=[CH:18][CH:17]=2)[CH:14]=[CH:13][N:12]=[CH:11]1, predict the reaction product. The product is: [C:20]([C:19]1[CH:18]=[CH:17][C:16]([N:15]([N:10]2[CH:14]=[CH:13][N:12]=[CH:11]2)[C:8]([NH:7][C:1]2[CH:6]=[CH:5][CH:4]=[CH:3][CH:2]=2)=[O:9])=[CH:23][CH:22]=1)#[N:21].